Dataset: NCI-60 drug combinations with 297,098 pairs across 59 cell lines. Task: Regression. Given two drug SMILES strings and cell line genomic features, predict the synergy score measuring deviation from expected non-interaction effect. (1) Drug 1: C1CC(=O)NC(=O)C1N2CC3=C(C2=O)C=CC=C3N. Drug 2: CCC1(C2=C(COC1=O)C(=O)N3CC4=CC5=C(C=CC(=C5CN(C)C)O)N=C4C3=C2)O.Cl. Cell line: MDA-MB-231. Synergy scores: CSS=19.6, Synergy_ZIP=-7.35, Synergy_Bliss=-3.99, Synergy_Loewe=-23.8, Synergy_HSA=-1.95. (2) Drug 1: CC12CCC3C(C1CCC2O)C(CC4=C3C=CC(=C4)O)CCCCCCCCCS(=O)CCCC(C(F)(F)F)(F)F. Drug 2: CCCCCOC(=O)NC1=NC(=O)N(C=C1F)C2C(C(C(O2)C)O)O. Cell line: HCC-2998. Synergy scores: CSS=0.327, Synergy_ZIP=0.686, Synergy_Bliss=3.17, Synergy_Loewe=-8.73, Synergy_HSA=-4.86. (3) Drug 1: CC12CCC3C(C1CCC2O)C(CC4=C3C=CC(=C4)O)CCCCCCCCCS(=O)CCCC(C(F)(F)F)(F)F. Drug 2: C#CCC(CC1=CN=C2C(=N1)C(=NC(=N2)N)N)C3=CC=C(C=C3)C(=O)NC(CCC(=O)O)C(=O)O. Cell line: DU-145. Synergy scores: CSS=-2.17, Synergy_ZIP=-1.42, Synergy_Bliss=-4.00, Synergy_Loewe=-12.3, Synergy_HSA=-5.06.